From a dataset of Peptide-MHC class I binding affinity with 185,985 pairs from IEDB/IMGT. Regression. Given a peptide amino acid sequence and an MHC pseudo amino acid sequence, predict their binding affinity value. This is MHC class I binding data. The peptide sequence is RTMGWTEYQ. The MHC is HLA-B57:01 with pseudo-sequence HLA-B57:01. The binding affinity (normalized) is 0.0847.